This data is from Forward reaction prediction with 1.9M reactions from USPTO patents (1976-2016). The task is: Predict the product of the given reaction. (1) Given the reactants Cl[C:2]1[CH:3]=[CH:4][C:5]2[N:6]([C:8]([C:11]3[CH:16]=[CH:15][CH:14]=[CH:13][C:12]=3[O:17][CH3:18])=[N:9][N:10]=2)[N:7]=1.[CH3:19][O:20][C:21]1[CH:22]=[C:23](B(O)O)[CH:24]=[CH:25][C:26]=1[O:27][CH3:28].C([O-])([O-])=O.[Na+].[Na+], predict the reaction product. The product is: [CH3:19][O:20][C:21]1[CH:22]=[C:23]([C:2]2[CH:3]=[CH:4][C:5]3[N:6]([C:8]([C:11]4[CH:16]=[CH:15][CH:14]=[CH:13][C:12]=4[O:17][CH3:18])=[N:9][N:10]=3)[N:7]=2)[CH:24]=[CH:25][C:26]=1[O:27][CH3:28]. (2) The product is: [NH2:13][C:7]1[C:6]([O:5][C:4]2[CH:3]=[C:2]([CH:23]=[C:22]([Cl:24])[CH:21]=2)[C:25]#[N:26])=[C:11]([Cl:12])[CH:10]=[CH:9][N:8]=1. Given the reactants Br[C:2]1[CH:3]=[C:4]([CH:21]=[C:22]([Cl:24])[CH:23]=1)[O:5][C:6]1[C:7]([NH:13]C(=O)OC(C)(C)C)=[N:8][CH:9]=[CH:10][C:11]=1[Cl:12].[CH3:25][N:26]1C(=O)CCC1, predict the reaction product.